From a dataset of Full USPTO retrosynthesis dataset with 1.9M reactions from patents (1976-2016). Predict the reactants needed to synthesize the given product. Given the product [C:13]1([N:11]2[CH:12]=[C:8]([C:6]([OH:7])=[O:5])[N:9]=[CH:10]2)[CH:14]=[CH:15][CH:16]=[CH:17][CH:18]=1, predict the reactants needed to synthesize it. The reactants are: O[Li].O.C[O:5][C:6]([C:8]1[N:9]=[CH:10][N:11]([C:13]2[CH:18]=[CH:17][CH:16]=[CH:15][CH:14]=2)[CH:12]=1)=[O:7].CO.O.